The task is: Predict the reactants needed to synthesize the given product.. This data is from Full USPTO retrosynthesis dataset with 1.9M reactions from patents (1976-2016). (1) Given the product [CH2:29]([C:21]1[CH:22]=[C:23]([CH3:28])[CH:24]=[C:25]([CH2:26][CH3:27])[C:20]=1[CH:10]1[C:11](=[O:19])[CH:12]2[CH:16]([CH2:15][CH:14]([CH:17]=[O:18])[CH2:13]2)[C:9]1=[O:8])[CH3:30], predict the reactants needed to synthesize it. The reactants are: C([O:8][C:9]1[CH:16]2[CH:12]([CH2:13][CH:14]([CH:17]=[O:18])[CH2:15]2)[C:11](=[O:19])[C:10]=1[C:20]1[C:25]([CH2:26][CH3:27])=[CH:24][C:23]([CH3:28])=[CH:22][C:21]=1[CH2:29][CH3:30])C1C=CC=CC=1. (2) Given the product [CH3:2][O:3][C:4]1[CH:5]=[C:6]([C:12]2[C:13]([CH3:25])([CH3:24])[C:14](=[O:23])[N:15]([CH:17]3[CH2:22][CH2:21][N:20]([C:38]([C:31]4[C:32]5[C:37](=[CH:36][CH:35]=[CH:34][CH:33]=5)[C:28]([N:27]([CH3:41])[CH3:26])=[CH:29][CH:30]=4)=[O:39])[CH2:19][CH2:18]3)[N:16]=2)[CH:7]=[CH:8][C:9]=1[O:10][CH3:11], predict the reactants needed to synthesize it. The reactants are: Cl.[CH3:2][O:3][C:4]1[CH:5]=[C:6]([C:12]2[C:13]([CH3:25])([CH3:24])[C:14](=[O:23])[N:15]([CH:17]3[CH2:22][CH2:21][NH:20][CH2:19][CH2:18]3)[N:16]=2)[CH:7]=[CH:8][C:9]=1[O:10][CH3:11].[CH3:26][N:27]([CH3:41])[C:28]1[C:37]2[C:32](=[CH:33][CH:34]=[CH:35][CH:36]=2)[C:31]([C:38](O)=[O:39])=[CH:30][CH:29]=1. (3) Given the product [Cl:26][C:2]1[CH:7]=[C:6]([C:8]2[CH:13]=[CH:12][CH:11]=[CH:10][C:9]=2[O:14][CH3:15])[N:5]=[C:31]([C:30]([O:33][CH3:34])=[O:32])[CH:3]=1, predict the reactants needed to synthesize it. The reactants are: O[C:2]1[CH:7]=[C:6]([C:8]2[CH:13]=[CH:12][CH:11]=[CH:10][C:9]=2[O:14][CH3:15])[N:5]=C(C(O)=O)[CH:3]=1.CN(C=O)C.S(Cl)([Cl:26])=O.CO.[C:30]([O:33][CH2:34]C)(=[O:32])[CH3:31]. (4) Given the product [Cl:28][C:15]([Cl:14])=[CH:16][CH2:17][S:18][C:19]1[CH:26]=[CH:25][C:22]([N:23]([CH3:24])[C:7]([NH:6][C:4](=[O:5])[C:3]2[C:2]([F:1])=[CH:12][CH:11]=[CH:10][C:9]=2[F:13])=[O:8])=[C:21]([F:27])[CH:20]=1, predict the reactants needed to synthesize it. The reactants are: [F:1][C:2]1[CH:12]=[CH:11][CH:10]=[C:9]([F:13])[C:3]=1[C:4]([N:6]=[C:7]=[O:8])=[O:5].[Cl:14][C:15]([Cl:28])=[CH:16][CH2:17][S:18][C:19]1[CH:26]=[CH:25][C:22]([NH:23][CH3:24])=[C:21]([F:27])[CH:20]=1.CCCCCC.